Dataset: Full USPTO retrosynthesis dataset with 1.9M reactions from patents (1976-2016). Task: Predict the reactants needed to synthesize the given product. (1) Given the product [CH3:38][N:39]([CH:50]1[CH2:55][CH2:54][N:53]([CH3:56])[CH2:52][CH2:51]1)[C:40]1[O:41][C:42]2[CH:48]=[CH:47][C:46]([NH:49][C:11](=[O:13])[C:10]3[CH:9]=[CH:8][C:7]([C:5]4[N:6]=[C:2]([CH3:1])[S:3][CH:4]=4)=[CH:15][CH:14]=3)=[CH:45][C:43]=2[N:44]=1, predict the reactants needed to synthesize it. The reactants are: [CH3:1][C:2]1[S:3][CH:4]=[C:5]([C:7]2[CH:15]=[CH:14][C:10]([C:11]([OH:13])=O)=[CH:9][CH:8]=2)[N:6]=1.CN(C(ON1N=NC2C=CC=CC1=2)=[N+](C)C)C.[B-](F)(F)(F)F.[CH3:38][N:39]([CH:50]1[CH2:55][CH2:54][N:53]([CH3:56])[CH2:52][CH2:51]1)[C:40]1[O:41][C:42]2[CH:48]=[CH:47][C:46]([NH2:49])=[CH:45][C:43]=2[N:44]=1.CC(C)=O. (2) Given the product [Cl:1][C:2]1[N:7]=[C:6]([NH:13][CH2:10][C:11]#[CH:12])[C:5]([Cl:9])=[CH:4][N:3]=1, predict the reactants needed to synthesize it. The reactants are: [Cl:1][C:2]1[N:7]=[C:6](Cl)[C:5]([Cl:9])=[CH:4][N:3]=1.[CH2:10]([NH2:13])[C:11]#[CH:12].C(=O)([O-])[O-].[K+].[K+].C1COCC1. (3) Given the product [Cl:1][C:2]1[CH:3]=[CH:4][C:5]([C@H:8]2[C@@H:12]([C:13]3[CH:14]=[CH:15][C:16]([Cl:19])=[CH:17][CH:18]=3)[N:11]([C:20]([N:47]3[CH2:48][CH2:49][N:44]([CH2:43][CH2:42][CH2:41][S:38]([CH3:37])(=[O:39])=[O:40])[CH2:45][CH2:46]3)=[O:21])[C:10]([C:23]3[CH:28]=[CH:27][C:26]([C:29]([CH3:31])([CH3:30])[C:32]#[N:33])=[CH:25][C:24]=3[O:34][CH2:35][CH3:36])=[N:9]2)=[CH:6][CH:7]=1, predict the reactants needed to synthesize it. The reactants are: [Cl:1][C:2]1[CH:7]=[CH:6][C:5]([C@H:8]2[C@@H:12]([C:13]3[CH:18]=[CH:17][C:16]([Cl:19])=[CH:15][CH:14]=3)[N:11]([C:20](Cl)=[O:21])[C:10]([C:23]3[CH:28]=[CH:27][C:26]([C:29]([C:32]#[N:33])([CH3:31])[CH3:30])=[CH:25][C:24]=3[O:34][CH2:35][CH3:36])=[N:9]2)=[CH:4][CH:3]=1.[CH3:37][S:38]([CH2:41][CH2:42][CH2:43][N:44]1[CH2:49][CH2:48][NH:47][CH2:46][CH2:45]1)(=[O:40])=[O:39].